From a dataset of Reaction yield outcomes from USPTO patents with 853,638 reactions. Predict the reaction yield, written as a fraction of the theoretical maximum amount of product (1.0 means a 100% yield; for example, 0.34 means a 34% yield). The yield is 0.250. The catalyst is C1COCC1. The product is [Cl:11][C:12]1[N:17]=[C:16]([C:18]2[N:13]3[CH:14]=[CH:15][CH:16]=[CH:18][C:29]3=[N:26][C:24]=2[C:23]2[CH:22]=[C:21]([CH:32]=[CH:31][CH:30]=2)[C:19]#[N:20])[CH:15]=[CH:14][N:13]=1. The reactants are C[Si]([N-][Si](C)(C)C)(C)C.[Li+].[Cl:11][C:12]1[N:17]=[C:16]([CH3:18])[CH:15]=[CH:14][N:13]=1.[C:19]([C:21]1[CH:22]=[C:23]([CH:30]=[CH:31][CH:32]=1)[C:24]([N:26]([CH3:29])OC)=O)#[N:20].